Dataset: Full USPTO retrosynthesis dataset with 1.9M reactions from patents (1976-2016). Task: Predict the reactants needed to synthesize the given product. (1) Given the product [NH:11]1[C:19]2[C:14](=[CH:15][CH:16]=[CH:17][CH:18]=2)[CH:13]=[C:12]1[CH2:20][OH:21], predict the reactants needed to synthesize it. The reactants are: [H-].C([Al+]CC(C)C)C(C)C.[NH:11]1[C:19]2[C:14](=[CH:15][CH:16]=[CH:17][CH:18]=2)[CH:13]=[C:12]1[C:20](OC)=[O:21]. (2) Given the product [CH2:32]([O:34][C:35]([C:37]1[N:38]=[C:39]([NH:42][C:8](=[O:9])[CH:7]([C:11]2[CH:16]=[CH:15][C:14]([NH:17][C:18]([C:20]3[CH:21]=[N:22][CH:23]=[CH:24][CH:25]=3)=[O:19])=[CH:13][CH:12]=2)[CH2:6][CH:1]2[CH2:2][CH2:3][CH2:4][CH2:5]2)[S:40][CH:41]=1)=[O:36])[CH3:33], predict the reactants needed to synthesize it. The reactants are: [CH:1]1([CH2:6][CH:7]([C:11]2[CH:16]=[CH:15][C:14]([NH:17][C:18]([C:20]3[CH:21]=[N:22][CH:23]=[CH:24][CH:25]=3)=[O:19])=[CH:13][CH:12]=2)[C:8](O)=[O:9])[CH2:5][CH2:4][CH2:3][CH2:2]1.C(Cl)(=O)C(Cl)=O.[CH2:32]([O:34][C:35]([C:37]1[N:38]=[C:39]([NH2:42])[S:40][CH:41]=1)=[O:36])[CH3:33].C(N(CC)C(C)C)(C)C. (3) The reactants are: C(OC([NH:8][CH2:9][CH2:10][CH2:11][CH2:12][O:13][C:14]1[CH:23]=[CH:22][CH:21]=[C:20]([OH:24])[C:15]=1[C:16]([O:18][CH3:19])=[O:17])=O)(C)(C)C.[F:25][C:26]([F:31])([F:30])[C:27]([OH:29])=[O:28].ClCCl. Given the product [NH2:8][CH2:9][CH2:10][CH2:11][CH2:12][O:13][C:14]1[CH:23]=[CH:22][CH:21]=[C:20]([OH:24])[C:15]=1[C:16]([O:18][CH3:19])=[O:17].[F:25][C:26]([F:31])([F:30])[C:27]([OH:29])=[O:28], predict the reactants needed to synthesize it. (4) Given the product [CH2:14]([O:19][C:20]1[CH:26]=[CH:25][C:23]([NH:24][C:2]([NH:3][C:6]([C:7]2[CH:8]=[N:9][CH:10]=[CH:11][CH:12]=2)=[O:33])=[S:1])=[CH:22][C:21]=1[C:27]([F:28])([F:29])[F:30])[CH2:15][CH2:16][CH2:17][CH3:18], predict the reactants needed to synthesize it. The reactants are: [S-:1][C:2]#[N:3].[NH4+].Cl.[CH2:6](Cl)[C:7]1[CH:12]=[CH:11][CH:10]=[N:9][CH:8]=1.[CH2:14]([O:19][C:20]1[CH:26]=[CH:25][C:23]([NH2:24])=[CH:22][C:21]=1[C:27]([F:30])([F:29])[F:28])[CH2:15][CH2:16][CH2:17][CH3:18].CC(C)=[O:33]. (5) Given the product [Cl:1][C:2]1[CH:10]=[CH:9][C:8]([C:11]2[N:12]([C:22]([O:24][C:25]([CH3:28])([CH3:27])[CH3:26])=[O:23])[C:13]3[C:18]([CH:19]=2)=[CH:17][C:16]([CH2:20][NH:30][CH2:31][C:32]2[CH:33]=[N:34][CH:35]=[CH:36][CH:37]=2)=[CH:15][CH:14]=3)=[C:7]2[C:3]=1[CH2:4][NH:5][C:6]2=[O:29], predict the reactants needed to synthesize it. The reactants are: [Cl:1][C:2]1[CH:10]=[CH:9][C:8]([C:11]2[N:12]([C:22]([O:24][C:25]([CH3:28])([CH3:27])[CH3:26])=[O:23])[C:13]3[C:18]([CH:19]=2)=[CH:17][C:16]([CH:20]=O)=[CH:15][CH:14]=3)=[C:7]2[C:3]=1[CH2:4][NH:5][C:6]2=[O:29].[NH2:30][CH2:31][C:32]1[CH:33]=[N:34][CH:35]=[CH:36][CH:37]=1.C(O[BH-](OC(=O)C)OC(=O)C)(=O)C.[Na+]. (6) The reactants are: C(OC(=O)[NH:7][CH:8]1[CH2:13][CH2:12][N:11]([C:14]2[CH:19]=[C:18]([C:20]#[N:21])[CH:17]=[C:16]([NH:22][C:23]3[N:28]=[C:27]([N:29]([CH:39]4[CH2:41][CH2:40]4)CC4C=CC(OC)=CC=4)[C:26]4=[N:42][CH:43]=[C:44]([C:45]#[N:46])[N:25]4[N:24]=3)[C:15]=2[Cl:47])[CH2:10][CH2:9]1)(C)(C)C.C1(OC)C=CC=CC=1.FC(F)(F)C(O)=O. Given the product [NH2:7][CH:8]1[CH2:9][CH2:10][N:11]([C:14]2[C:15]([Cl:47])=[C:16]([NH:22][C:23]3[N:28]=[C:27]([NH:29][CH:39]4[CH2:41][CH2:40]4)[C:26]4=[N:42][CH:43]=[C:44]([C:45]#[N:46])[N:25]4[N:24]=3)[CH:17]=[C:18]([C:20]#[N:21])[CH:19]=2)[CH2:12][CH2:13]1, predict the reactants needed to synthesize it. (7) The reactants are: [CH3:1][C:2]1[O:6][C:5]([NH2:7])=[N:4][N:3]=1.[H-].[Na+].[N+](C1C=CC([O:19][C:20]([N:22]2[CH2:25][CH:24]([O:26][C:27]3[CH:32]=[CH:31][C:30]([C:33]4[CH:38]=[CH:37][CH:36]=[CH:35][C:34]=4[F:39])=[CH:29][N:28]=3)[CH2:23]2)=O)=CC=1)([O-])=O. Given the product [CH3:1][C:2]1[O:6][C:5]([NH:7][C:20]([N:22]2[CH2:23][CH:24]([O:26][C:27]3[CH:32]=[CH:31][C:30]([C:33]4[CH:38]=[CH:37][CH:36]=[CH:35][C:34]=4[F:39])=[CH:29][N:28]=3)[CH2:25]2)=[O:19])=[N:4][N:3]=1, predict the reactants needed to synthesize it.